Dataset: B-cell epitopes from PDB crystal structures with 447 antigens. Task: Token-level Classification. Given an antigen amino acid sequence, predict which amino acid positions are active epitope sites capable of antibody binding. Output is a list of indices for active positions. (1) The epitope positions are: [7, 9, 10, 11, 12, 14, 15, 24, 26, 27, 28, 30, 33, 34, 35, 36, 37, 38, 40, 51... (26 total positions)]. The amino acids at these positions are: CYNFTRKYRITSPKEAVIKPKQMDDK. Given the antigen sequence: AINAPVTCCYNFTNRKISVQRLASYRRITSSKCPKEAVIFKTIVAKEICADPKQKWVQDSMDHLDKQT, which amino acid positions are active epitope sites? (2) The epitope positions are: [0, 1, 29, 31, 32, 58, 61, 62, 64, 65, 66, 67, 68, 69, 70, 71, 72, 73]. The amino acids at these positions are: GLNYRIKQTVTTTTKGEN. Given the antigen sequence: GLGGYMLGSAMSRPLIHFGNDYEDRYYRENMYRYPNQVYYRPVDQYSNQNNFVHDCVNITVKQHTVTTTTKGENFTETDIKIMERVVEQMCITQYQRESQAY, which amino acid positions are active epitope sites? (3) Given the antigen sequence: DFLFEKWKLYSDQCHHNLSLLPPPTELVCNRTFDKYSCWPDTPANTTANISCPWYLPWHHKVQHRFVFKRCGPDGQWVRGPRGQPWRDASQCQM, which amino acid positions are active epitope sites? The epitope positions are: [2, 4, 6, 8, 34, 35, 36, 37, 54, 55, 56, 57, 58, 59, 78, 80, 81, 82, 83, 84... (24 total positions)]. The amino acids at these positions are: LEWLKYSCYLPWHHRPRGQPWRAQ. (4) Given the antigen sequence: SDPVRQYLHEIGEVLELDKWAELGAAAKVEEGMEAIKKLSEATGLDQELIREVVRAKILGTAAIQKIPGLKEKPDPKTVEEVDGKLKSLPKELKRYLHIAREGEAARQHLIEANLRLVVSIAKKYTGRGLSFLDLIQEGNQGLIRAVEKFEYKRGFAFSTYATWWIRQAINRAIADQ, which amino acid positions are active epitope sites? The epitope positions are: [14, 15, 16, 17, 18, 19, 20, 23]. The amino acids at these positions are: LELDKWAG. (5) Given the antigen sequence: FTKGMARNIYFGGSVFFILLFLALTYHTEKTLPERTNEAAMSAAVVRGKLVWEQNNCVGCHTLLGEGAYFAPELGNVVGRRGGEEGFNTFLQAWMKIQPLNVPGRRAMPQFHLSEGQVDDLAEFLKWSSKIDTNQWPPNKEG, which amino acid positions are active epitope sites? The epitope positions are: [89, 92, 93, 96, 99, 100, 101, 102, 104, 140]. The amino acids at these positions are: FAWILNVPRE. (6) Given the antigen sequence: RCLKANAKSCGECIQAGPNCGWCTNTSARCDDLEALKKKGCPPDDIENPRGSKDIKKNKNVTNRSKGTAEKLKPEDIHQIQPQQLVLRLRSGEPQTFTLKFKRAEDYPIDLYYLMDLSYSMKDDLENVKSLGTDLMNEMRRITSDFRIGFGSFVEKTVMPYISTTPAKLRNPCTSEQNCTTPFSYKNVLSLTNKGEVFNELVGKQRISGNLDSPEGGFDAIMQVAVCGSLIGWRNVTRLLVFSTDAGFHFAGDGKLGGIVLPNDGQCHLENNMYTMSHYYDYPSIAHLVQKLSENNIQTIFAVTEEFQPVYKELKNLIPKSAVGTLSANSSNVIQLIIDAYNSLSSEVILENGKLSEGVTISYKSYCKNGVNGTGENGRKCSNISIGDEVQFEISITSNKCPKKDSDSFKIRPLGFTEEVEVILQYICECE, which amino acid positions are active epitope sites? The epitope positions are: [62, 63, 64, 65, 66, 67, 68, 69, 70, 72, 104, 105, 136, 139, 140, 141, 142, 143, 384, 385]. The amino acids at these positions are: NRSKGTAEKKEDNRRITSSI.